The task is: Predict the reaction yield, written as a fraction of the theoretical maximum amount of product (1.0 means a 100% yield; for example, 0.34 means a 34% yield).. This data is from Reaction yield outcomes from USPTO patents with 853,638 reactions. (1) The reactants are [CH3:1][N:2]1[CH2:7]CC[CH:4](CO)[CH2:3]1.[CH2:10]([S:12]([C:15]1[CH:16]=[C:17]([C:21]2[C:26]3[C:27]4[CH:33]=[C:32]([CH3:34])[CH:31]=[N:30][C:28]=4[NH:29][C:25]=3[C:24]([O:35][CH2:36][CH2:37][CH2:38]N(C)C)=[N:23][CH:22]=2)[CH:18]=[CH:19][CH:20]=1)(=[O:14])=[O:13])[CH3:11]. No catalyst specified. The product is [CH2:10]([S:12]([C:15]1[CH:16]=[C:17]([C:21]2[C:26]3[C:27]4[CH:33]=[C:32]([CH3:34])[CH:31]=[N:30][C:28]=4[NH:29][C:25]=3[C:24]([O:35][CH2:36][CH:37]3[CH2:38][CH2:1][N:2]([CH3:7])[CH2:3][CH2:4]3)=[N:23][CH:22]=2)[CH:18]=[CH:19][CH:20]=1)(=[O:14])=[O:13])[CH3:11]. The yield is 0.780. (2) The reactants are C1(C2C=CC([N:13]([CH2:25][C:26]3[CH:31]=[CH:30][C:29]([CH:32]([OH:39])[CH2:33][C:34]4[N:35]=[N:36][NH:37][N:38]=4)=[CH:28][CH:27]=3)[C:14]([NH:16][C:17]3[CH:22]=[C:21]([Cl:23])[CH:20]=[C:19]([Cl:24])[CH:18]=3)=[O:15])=CC=2)CCCCC=1.C(O[C:44](=[O:46])[CH3:45])(=O)C.[CH2:47](O)[CH3:48]. The catalyst is C(Cl)Cl. The product is [C:17]1([C:48]2[CH:47]=[CH:28][C:27]([CH:25]([NH:13][C:14]([NH:16][C:17]3[CH:18]=[C:19]([Cl:24])[CH:20]=[C:21]([Cl:23])[CH:22]=3)=[O:15])[C:26]3[CH:31]=[CH:30][C:29]([CH:32]([O:39][C:44](=[O:46])[CH3:45])[CH2:33][C:34]4[N:35]=[N:36][NH:37][N:38]=4)=[CH:28][CH:27]=3)=[CH:26][CH:25]=2)[CH2:22][CH2:21][CH2:20][CH2:19][CH:18]=1. The yield is 1.00.